Regression/Classification. Given a drug SMILES string, predict its absorption, distribution, metabolism, or excretion properties. Task type varies by dataset: regression for continuous measurements (e.g., permeability, clearance, half-life) or binary classification for categorical outcomes (e.g., BBB penetration, CYP inhibition). Dataset: cyp2c19_veith. From a dataset of CYP2C19 inhibition data for predicting drug metabolism from PubChem BioAssay. (1) The molecule is Cn1cccc1C(=O)N1CCC2(CCCN(C(=O)Nc3cccc(F)c3)C2)CC1. The result is 0 (non-inhibitor). (2) The drug is CC[C@@H]1OC(=O)[C@H](C)[C@H](O[C@@H]2C[C@](C)(OC)[C@H](O)[C@H](C)O2)[C@H](C)[C@H](O[C@@H]2O[C@@H](C)C[C@@H](N(C)C)[C@@H]2O)[C@](C)(O)C[C@H](C)C(=O)[C@H](C)[C@H](O)[C@]1(C)O. The result is 0 (non-inhibitor). (3) The molecule is CC(C)N=c1cc2n(-c3ccc(Cl)cc3)c3ccccc3nc-2cc1Nc1ccc(Cl)cc1. The result is 0 (non-inhibitor). (4) The drug is COC(=O)C1=CO[C@@H](C)[C@H]2CN3CCc4c([nH]c5ccccc45)[C@@H]3C[C@H]12. The result is 0 (non-inhibitor). (5) The molecule is Cc1noc(C)c1-c1nccc(N(C)Cc2ccco2)n1. The result is 1 (inhibitor). (6) The drug is CN(C)CCCOc1ccc(NC2c3ccccc3CSc3ccccc32)cc1.O=C(O)C(=O)O. The result is 1 (inhibitor). (7) The molecule is O=C(Cc1ccc(S(=O)(=O)N2CCOCC2)s1)Nc1nc2c(s1)CCCC2. The result is 1 (inhibitor). (8) The drug is O=C(Nc1ccccc1)c1cc(-n2cnnc2)ccc1Cl. The result is 0 (non-inhibitor).